Dataset: Reaction yield outcomes from USPTO patents with 853,638 reactions. Task: Predict the reaction yield, written as a fraction of the theoretical maximum amount of product (1.0 means a 100% yield; for example, 0.34 means a 34% yield). (1) The reactants are [CH2:1]([O:3][C:4]([C:6]1[NH:7][C:8]2[C:13]([CH:14]=1)=[CH:12][CH:11]=[C:10]([C:15]#[N:16])[CH:9]=2)=[O:5])[CH3:2].[H-].[Na+].I[CH3:20]. The catalyst is C1COCC1. The product is [CH2:1]([O:3][C:4]([C:6]1[N:7]([CH3:20])[C:8]2[C:13]([CH:14]=1)=[CH:12][CH:11]=[C:10]([C:15]#[N:16])[CH:9]=2)=[O:5])[CH3:2]. The yield is 0.590. (2) The catalyst is CCO.[Fe]. The yield is 0.620. The product is [NH2:1][C:4]1[CH:9]=[CH:8][C:7]([C:10]2([C:18]#[N:19])[CH2:15][CH2:14][S:13](=[O:17])(=[O:16])[CH2:12][CH2:11]2)=[CH:6][CH:5]=1. The reactants are [N+:1]([C:4]1[CH:9]=[CH:8][C:7]([C:10]2([C:18]#[N:19])[CH2:15][CH2:14][S:13](=[O:17])(=[O:16])[CH2:12][CH2:11]2)=[CH:6][CH:5]=1)([O-])=O.O.[NH4+].[Cl-].